Dataset: Forward reaction prediction with 1.9M reactions from USPTO patents (1976-2016). Task: Predict the product of the given reaction. (1) Given the reactants [Cl:1][C:2]1[CH:3]=[CH:4][C:5]([C:8]([OH:10])=O)=[N:6][CH:7]=1.S(Cl)(Cl)=O.[OH-].[NH4+:16], predict the reaction product. The product is: [Cl:1][C:2]1[CH:3]=[CH:4][C:5]([C:8]([NH2:16])=[O:10])=[N:6][CH:7]=1. (2) Given the reactants [NH2:1][C:2]1[N:7]=[CH:6][N:5]=[C:4]2[N:8]([CH:24]3[CH2:27][C:26]4([CH2:32][CH2:31][CH2:30][N:29](C(OCC5C=CC=CC=5)=O)[CH2:28]4)[CH2:25]3)[N:9]=[C:10]([C:11]3[CH:16]=[CH:15][C:14]([O:17][C:18]4[CH:23]=[CH:22][CH:21]=[CH:20][CH:19]=4)=[CH:13][CH:12]=3)[C:3]=12.C(O)(=O)C, predict the reaction product. The product is: [O:17]([C:14]1[CH:13]=[CH:12][C:11]([C:10]2[C:3]3[C:4](=[N:5][CH:6]=[N:7][C:2]=3[NH2:1])[N:8]([CH:24]3[CH2:25][C:26]4([CH2:32][CH2:31][CH2:30][NH:29][CH2:28]4)[CH2:27]3)[N:9]=2)=[CH:16][CH:15]=1)[C:18]1[CH:19]=[CH:20][CH:21]=[CH:22][CH:23]=1. (3) Given the reactants [Cl:1][C:2]1[N:11]=[CH:10][C:9]2[N:8]([C:12]([CH3:18])([CH3:17])[C:13]([O:15]C)=[O:14])[C:7](=[O:19])[C:6]3([CH3:24])[CH2:20][O:21][CH2:22][CH2:23][N:5]3[C:4]=2[N:3]=1.[OH-].[Na+], predict the reaction product. The product is: [Cl:1][C:2]1[N:11]=[CH:10][C:9]2[N:8]([C:12]([CH3:18])([CH3:17])[C:13]([OH:15])=[O:14])[C:7](=[O:19])[C:6]3([CH3:24])[CH2:20][O:21][CH2:22][CH2:23][N:5]3[C:4]=2[N:3]=1. (4) Given the reactants CS(O[CH2:6][C:7]([NH:10][C:11]([O:13][C:14]([CH3:17])([CH3:16])[CH3:15])=[O:12])([CH3:9])[CH3:8])(=O)=O.CC(NC(=O)OC(C)(C)C)(C)COC1C=CC=CC=1.[CH3:37][CH:38]([CH3:41])[CH2:39][SH:40], predict the reaction product. The product is: [CH3:8][C:7]([NH:10][C:11](=[O:12])[O:13][C:14]([CH3:15])([CH3:16])[CH3:17])([CH3:9])[CH2:6][S:40][CH2:39][CH:38]([CH3:41])[CH3:37]. (5) Given the reactants [CH2:1]([O:3][C:4]([C:6]1[C:7]([C:11]([F:14])([F:13])[F:12])=[N:8][NH:9][CH:10]=1)=[O:5])[CH3:2].C(=O)([O-])[O-].[K+].[K+].I[C:22]1[CH:27]=[CH:26][CH:25]=[CH:24][CH:23]=1.CN[C@@H]1CCCC[C@H]1NC, predict the reaction product. The product is: [CH2:1]([O:3][C:4]([C:6]1[C:7]([C:11]([F:13])([F:14])[F:12])=[N:8][N:9]([C:22]2[CH:27]=[CH:26][CH:25]=[CH:24][CH:23]=2)[CH:10]=1)=[O:5])[CH3:2].